This data is from Full USPTO retrosynthesis dataset with 1.9M reactions from patents (1976-2016). The task is: Predict the reactants needed to synthesize the given product. (1) Given the product [CH3:1][N:2]1[CH:5]=[CH:6][C:7]([C:9]2[CH:14]=[CH:13][CH:12]=[CH:11][C:10]=2[OH:15])=[N:3]1, predict the reactants needed to synthesize it. The reactants are: [CH3:1][NH:2][NH2:3].O[CH:5]=[CH:6][C:7]([C:9]1[CH:14]=[CH:13][CH:12]=[CH:11][C:10]=1[OH:15])=O. (2) Given the product [OH:14][CH2:15][CH2:16][CH2:17][O:18][C:19]1[CH:24]=[CH:23][C:22]([C:2]2[N:7]=[C:6]([C:8]#[N:9])[C:5]3[N:10]=[CH:11][N:12]([CH3:13])[C:4]=3[CH:3]=2)=[CH:21][C:20]=1[C:28]([F:29])([F:30])[F:31], predict the reactants needed to synthesize it. The reactants are: Cl[C:2]1[N:7]=[C:6]([C:8]#[N:9])[C:5]2[N:10]=[CH:11][N:12]([CH3:13])[C:4]=2[CH:3]=1.[OH:14][CH2:15][CH2:16][CH2:17][O:18][C:19]1[CH:24]=[CH:23][C:22](B(O)O)=[CH:21][C:20]=1[C:28]([F:31])([F:30])[F:29].C1(P(C2CCCCC2)C2CCCCC2)CCCCC1.P([O-])([O-])([O-])=O.[K+].[K+].[K+].